From a dataset of Full USPTO retrosynthesis dataset with 1.9M reactions from patents (1976-2016). Predict the reactants needed to synthesize the given product. (1) Given the product [F:1][C:2]1[CH:28]=[CH:27][C:5]([CH2:6][N:7]2[CH2:8][CH:9]([S:11][C:12]3[C@H:13]([CH3:26])[C@@H:14]4[C@@H:21]([C@H:22]([OH:24])[CH3:23])[C:20](=[O:25])[N:15]4[C:16]=3[C:17]([O:19][CH:39]([O:38][C:36]([O:35][CH2:29][CH2:30][CH2:31][CH2:32][CH2:33][CH3:34])=[O:37])[CH3:40])=[O:18])[CH2:10]2)=[CH:4][CH:3]=1, predict the reactants needed to synthesize it. The reactants are: [F:1][C:2]1[CH:28]=[CH:27][C:5]([CH2:6][N:7]2[CH2:10][CH:9]([S:11][C:12]3[C@H:13]([CH3:26])[C@@H:14]4[C@@H:21]([C@H:22]([OH:24])[CH3:23])[C:20](=[O:25])[N:15]4[C:16]=3[C:17]([OH:19])=[O:18])[CH2:8]2)=[CH:4][CH:3]=1.[CH2:29]([O:35][C:36]([O:38][CH:39](Cl)[CH3:40])=[O:37])[CH2:30][CH2:31][CH2:32][CH2:33][CH3:34]. (2) Given the product [OH:12][C:2]1[CH:10]=[N:9][CH:8]=[CH:7][C:3]=1[C:4]([OH:6])=[O:5], predict the reactants needed to synthesize it. The reactants are: N[C:2]1[CH:10]=[N:9][CH:8]=[CH:7][C:3]=1[C:4]([OH:6])=[O:5].S(=O)(=O)(O)[OH:12].N([O-])=O.[Na+].N. (3) Given the product [O:42]1[CH2:47][CH2:46][N:45]([CH2:48][CH2:49][NH:50][C:1](=[O:41])[O:2][CH:3]2[CH2:7][CH2:6][CH:5]([N:8]3[C:12]4[N:13]=[CH:14][N:15]=[C:16]([NH2:17])[C:11]=4[C:10]([C:18]4[CH:19]=[CH:20][C:21]([O:24][C:25]5[CH:30]=[CH:29][CH:28]=[CH:27][CH:26]=5)=[CH:22][CH:23]=4)=[CH:9]3)[CH2:4]2)[CH2:44][CH2:43]1, predict the reactants needed to synthesize it. The reactants are: [C:1](=[O:41])(OC1C=CC([N+]([O-])=O)=CC=1)[O:2][CH:3]1[CH2:7][CH2:6][CH:5]([N:8]2[C:12]3[N:13]=[CH:14][N:15]=[C:16]([NH2:17])[C:11]=3[C:10]([C:18]3[CH:23]=[CH:22][C:21]([O:24][C:25]4[CH:30]=[CH:29][CH:28]=[CH:27][CH:26]=4)=[CH:20][CH:19]=3)=[CH:9]2)[CH2:4]1.[O:42]1[CH2:47][CH2:46][N:45]([CH2:48][CH2:49][NH2:50])[CH2:44][CH2:43]1. (4) Given the product [C:26]([NH:28][C:29]1[CH:34]=[CH:33][C:32]([C:35]2[N:17]([CH:18]3[CH2:19][CH2:20][O:21][CH2:22][CH2:23]3)[C:13]3[CH:12]=[CH:11][C:10]([C:8]4[O:9][C:5]5[CH:4]=[CH:3][C:2]([Cl:1])=[CH:24][C:6]=5[N:7]=4)=[CH:16][C:14]=3[N:15]=2)=[CH:31][CH:30]=1)(=[O:27])[CH3:25], predict the reactants needed to synthesize it. The reactants are: [Cl:1][C:2]1[CH:3]=[CH:4][C:5]2[O:9][C:8]([C:10]3[CH:11]=[CH:12][C:13]([NH:17][CH:18]4[CH2:23][CH2:22][O:21][CH2:20][CH2:19]4)=[C:14]([CH:16]=3)[NH2:15])=[N:7][C:6]=2[CH:24]=1.[CH3:25][C:26]([NH:28][C:29]1[CH:34]=[CH:33][C:32]([CH:35]=O)=[CH:31][CH:30]=1)=[O:27].OOS([O-])=O.[K+].C(=O)([O-])[O-].[K+].[K+].